Dataset: NCI-60 drug combinations with 297,098 pairs across 59 cell lines. Task: Regression. Given two drug SMILES strings and cell line genomic features, predict the synergy score measuring deviation from expected non-interaction effect. (1) Drug 1: CC(C1=C(C=CC(=C1Cl)F)Cl)OC2=C(N=CC(=C2)C3=CN(N=C3)C4CCNCC4)N. Drug 2: C1=NC(=NC(=O)N1C2C(C(C(O2)CO)O)O)N. Cell line: CCRF-CEM. Synergy scores: CSS=40.0, Synergy_ZIP=0.829, Synergy_Bliss=5.22, Synergy_Loewe=-8.93, Synergy_HSA=3.59. (2) Drug 1: CC1C(C(CC(O1)OC2CC(OC(C2O)C)OC3=CC4=CC5=C(C(=O)C(C(C5)C(C(=O)C(C(C)O)O)OC)OC6CC(C(C(O6)C)O)OC7CC(C(C(O7)C)O)OC8CC(C(C(O8)C)O)(C)O)C(=C4C(=C3C)O)O)O)O. Drug 2: C1=NC2=C(N1)C(=S)N=CN2. Cell line: HL-60(TB). Synergy scores: CSS=70.4, Synergy_ZIP=-5.84, Synergy_Bliss=0.212, Synergy_Loewe=-9.23, Synergy_HSA=-3.20. (3) Drug 1: C1=CN(C(=O)N=C1N)C2C(C(C(O2)CO)O)O.Cl. Drug 2: CN(CCCl)CCCl.Cl. Cell line: EKVX. Synergy scores: CSS=2.69, Synergy_ZIP=-0.589, Synergy_Bliss=-0.398, Synergy_Loewe=-2.27, Synergy_HSA=-2.68. (4) Drug 1: C1=NC2=C(N=C(N=C2N1C3C(C(C(O3)CO)O)O)F)N. Drug 2: N.N.Cl[Pt+2]Cl. Cell line: TK-10. Synergy scores: CSS=16.6, Synergy_ZIP=-6.25, Synergy_Bliss=-1.58, Synergy_Loewe=-4.11, Synergy_HSA=-1.47. (5) Drug 1: CN1CCC(CC1)COC2=C(C=C3C(=C2)N=CN=C3NC4=C(C=C(C=C4)Br)F)OC. Drug 2: C1=C(C(=O)NC(=O)N1)F. Cell line: HS 578T. Synergy scores: CSS=45.0, Synergy_ZIP=11.9, Synergy_Bliss=12.9, Synergy_Loewe=7.14, Synergy_HSA=7.85. (6) Cell line: HCT116. Drug 2: C1CCC(C(C1)N)N.C(=O)(C(=O)[O-])[O-].[Pt+4]. Synergy scores: CSS=0.953, Synergy_ZIP=-13.3, Synergy_Bliss=-29.2, Synergy_Loewe=-48.5, Synergy_HSA=-30.9. Drug 1: CN(C(=O)NC(C=O)C(C(C(CO)O)O)O)N=O. (7) Drug 1: C1=CC(=CC=C1C#N)C(C2=CC=C(C=C2)C#N)N3C=NC=N3. Drug 2: C1CCC(C(C1)N)N.C(=O)(C(=O)[O-])[O-].[Pt+4]. Cell line: A549. Synergy scores: CSS=27.4, Synergy_ZIP=-0.379, Synergy_Bliss=0.293, Synergy_Loewe=-3.14, Synergy_HSA=1.70. (8) Drug 1: CN1C2=C(C=C(C=C2)N(CCCl)CCCl)N=C1CCCC(=O)O.Cl. Drug 2: C1C(C(OC1N2C=NC3=C2NC=NCC3O)CO)O. Cell line: SK-OV-3. Synergy scores: CSS=1.49, Synergy_ZIP=0.0835, Synergy_Bliss=1.87, Synergy_Loewe=2.48, Synergy_HSA=0.909. (9) Drug 1: CC1C(C(CC(O1)OC2CC(OC(C2O)C)OC3=CC4=CC5=C(C(=O)C(C(C5)C(C(=O)C(C(C)O)O)OC)OC6CC(C(C(O6)C)O)OC7CC(C(C(O7)C)O)OC8CC(C(C(O8)C)O)(C)O)C(=C4C(=C3C)O)O)O)O. Drug 2: C1CNP(=O)(OC1)N(CCCl)CCCl. Cell line: SF-539. Synergy scores: CSS=21.8, Synergy_ZIP=2.11, Synergy_Bliss=2.57, Synergy_Loewe=-33.5, Synergy_HSA=-0.865. (10) Cell line: NCI-H460. Synergy scores: CSS=-0.120, Synergy_ZIP=1.39, Synergy_Bliss=2.39, Synergy_Loewe=-1.23, Synergy_HSA=-0.419. Drug 2: CCCCC(=O)OCC(=O)C1(CC(C2=C(C1)C(=C3C(=C2O)C(=O)C4=C(C3=O)C=CC=C4OC)O)OC5CC(C(C(O5)C)O)NC(=O)C(F)(F)F)O. Drug 1: C1CCN(CC1)CCOC2=CC=C(C=C2)C(=O)C3=C(SC4=C3C=CC(=C4)O)C5=CC=C(C=C5)O.